From a dataset of Forward reaction prediction with 1.9M reactions from USPTO patents (1976-2016). Predict the product of the given reaction. Given the reactants C(O[C:6]([N:8]1[CH2:12][C:11](=[N:13][O:14][CH3:15])[CH2:10][C@H:9]1[C:16]([OH:18])=O)=[O:7])(C)(C)C.[NH2:19][C:20](=[N:34]O)[CH:21]1[CH2:26][CH2:25][N:24]([C:27]([O:29][C:30]([CH3:33])([CH3:32])[CH3:31])=[O:28])[CH2:23][CH2:22]1.[C:36]1([C:45]2[CH:50]=[CH:49][CH:48]=[CH:47][CH:46]=2)[CH:41]=[CH:40][C:39](C(Cl)=O)=[CH:38][CH:37]=1, predict the reaction product. The product is: [C:36]1([C:45]2[CH:46]=[CH:47][CH:48]=[CH:49][CH:50]=2)[CH:41]=[CH:40][C:39]([C:6]([N:8]2[CH2:12][C:11](=[N:13][O:14][CH3:15])[CH2:10][C@H:9]2[C:16]2[O:18][N:34]=[C:20]([CH:21]3[CH2:26][CH2:25][N:24]([C:27]([O:29][C:30]([CH3:33])([CH3:32])[CH3:31])=[O:28])[CH2:23][CH2:22]3)[N:19]=2)=[O:7])=[CH:38][CH:37]=1.